This data is from Forward reaction prediction with 1.9M reactions from USPTO patents (1976-2016). The task is: Predict the product of the given reaction. (1) Given the reactants [CH3:1][O:2][C:3]1[CH:8]=[CH:7][C:6]([NH:9][C:10]2[C:11](=[O:22])[NH:12][C:13](=[O:21])[C:14]=2[C:15]2[CH:20]=[CH:19][CH:18]=[CH:17][CH:16]=2)=[CH:5][CH:4]=1.[F:23][C:24]([F:29])([F:28])[CH2:25][CH2:26]O.N(C(OCC)=O)=NC(OCC)=O.C1(P(C2C=CC=CC=2)C2C=CC=CC=2)C=CC=CC=1, predict the reaction product. The product is: [CH3:1][O:2][C:3]1[CH:4]=[CH:5][C:6]([NH:9][C:10]2[C:11](=[O:22])[N:12]([CH2:26][CH2:25][C:24]([F:29])([F:28])[F:23])[C:13](=[O:21])[C:14]=2[C:15]2[CH:20]=[CH:19][CH:18]=[CH:17][CH:16]=2)=[CH:7][CH:8]=1. (2) Given the reactants C([O:9][C:10]1[CH:18]=[CH:17][C:16]2[C@@H:15]3[C@@H:19]([C:20]([O:22][CH2:23][CH3:24])=[O:21])[C@@H:14]3[CH2:13][C:12]=2[CH:11]=1)(=O)C1C=CC=CC=1.CC[O-].[Na+], predict the reaction product. The product is: [OH:9][C:10]1[CH:18]=[CH:17][C:16]2[C@@H:15]3[C@@H:19]([C:20]([O:22][CH2:23][CH3:24])=[O:21])[C@@H:14]3[CH2:13][C:12]=2[CH:11]=1.